Dataset: Acute oral toxicity (LD50) regression data from Zhu et al.. Task: Regression/Classification. Given a drug SMILES string, predict its toxicity properties. Task type varies by dataset: regression for continuous values (e.g., LD50, hERG inhibition percentage) or binary classification for toxic/non-toxic outcomes (e.g., AMES mutagenicity, cardiotoxicity, hepatotoxicity). Dataset: ld50_zhu. (1) The compound is COP(=S)(OC)Oc1cc(Cl)c(Br)cc1Cl. The rat oral LD50 is 2.36, given as -log10 of the dose in mol/kg body weight (higher means more acutely toxic). (2) The drug is CCOc1cc(OCC)c(C(=O)CCC(=O)O)cc1OCC. The rat oral LD50 is 2.10, given as -log10 of the dose in mol/kg body weight (higher means more acutely toxic). (3) The molecule is CCCOc1ccc(C(CN(C)C)C(C)CC)cc1Cl. The rat oral LD50 is 2.60, given as -log10 of the dose in mol/kg body weight (higher means more acutely toxic). (4) The drug is COc1ccc(OC(=O)C=C(C)OP(=O)(OC)OC)cc1. The rat oral LD50 is 3.50, given as -log10 of the dose in mol/kg body weight (higher means more acutely toxic). (5) The drug is CCOP(C)(=O)SCCN(C)C. The rat oral LD50 is 6.24, given as -log10 of the dose in mol/kg body weight (higher means more acutely toxic). (6) The molecule is CCOP(=O)(OCC)Oc1cc(C)oc(=O)c1. The rat oral LD50 is 4.89, given as -log10 of the dose in mol/kg body weight (higher means more acutely toxic).